This data is from Full USPTO retrosynthesis dataset with 1.9M reactions from patents (1976-2016). The task is: Predict the reactants needed to synthesize the given product. (1) Given the product [CH3:1][O:2][C:3]([C:5]1[C:9]([NH:10][C:11](=[O:15])[CH2:12][O:29][C:26]2[CH:27]=[CH:28][C:23]([I:22])=[CH:24][CH:25]=2)=[CH:8][S:7][CH:6]=1)=[O:4], predict the reactants needed to synthesize it. The reactants are: [CH3:1][O:2][C:3]([C:5]1[C:9]([NH:10][C:11](=[O:15])[CH2:12]CCl)=[CH:8][S:7][CH:6]=1)=[O:4].C(=O)([O-])[O-].[K+].[K+].[I:22][C:23]1[CH:28]=[CH:27][C:26]([OH:29])=[CH:25][CH:24]=1.C(OCC)(=O)C. (2) Given the product [F:1][C:2]1[C:7]([F:8])=[CH:6][CH:5]=[CH:4][C:3]=1[C:9]1[N:34]=[C:12]2[CH:13]=[N:14][N:15]([CH2:17][C:18]3[O:22][N:21]=[C:20]([C:23]4[CH:33]=[CH:32][C:26]([O:27][CH2:28][CH2:29][CH2:30][O:31][C:42](=[O:44])[CH3:43])=[CH:25][CH:24]=4)[CH:19]=3)[CH:16]=[C:11]2[N:10]=1, predict the reactants needed to synthesize it. The reactants are: [F:1][C:2]1[C:7]([F:8])=[CH:6][CH:5]=[CH:4][C:3]=1[C:9]1[N:34]=[C:12]2[CH:13]=[N:14][N:15]([CH2:17][C:18]3[O:22][N:21]=[C:20]([C:23]4[CH:33]=[CH:32][C:26]([O:27][CH2:28][CH2:29][CH2:30][OH:31])=[CH:25][CH:24]=4)[CH:19]=3)[CH:16]=[C:11]2[N:10]=1.C(N(CC)CC)C.[C:42](OC(=O)C)(=[O:44])[CH3:43]. (3) Given the product [OH:2][C:3]1[CH:4]=[C:5]2[C:10](=[CH:11][CH:12]=1)[C:9]([CH2:13][CH2:32][CH2:31][CH2:30][CH2:29][CH2:28][CH2:27][CH2:26][CH2:25][CH2:24][CH:33]([CH2:44][CH2:45][CH2:46][C:47]([F:52])([F:53])[C:48]([F:49])([F:50])[F:51])[C:39]([OH:41])=[O:40])=[C:8]([C:16]1[CH:21]=[CH:20][C:19]([OH:22])=[CH:18][CH:17]=1)[CH:7]=[CH:6]2, predict the reactants needed to synthesize it. The reactants are: C[O:2][C:3]1[CH:4]=[C:5]2[C:10](=[CH:11][CH:12]=1)[C:9]([CH2:13]C=C)=[C:8]([C:16]1[CH:21]=[CH:20][C:19]([O:22]C)=[CH:18][CH:17]=1)[CH:7]=[CH:6]2.[CH2:24]([C:33]([CH2:44][CH2:45][CH2:46][C:47]([F:53])([F:52])[C:48]([F:51])([F:50])[F:49])([C:39]([O:41]CC)=[O:40])C(OCC)=O)[CH2:25][CH2:26][CH2:27][CH2:28][CH2:29][CH2:30][CH:31]=[CH2:32]. (4) Given the product [C:1]1([N:7]2[C:15]3[C:10](=[CH:11][C:12]([OH:16])=[CH:13][CH:14]=3)[CH2:9][CH2:8]2)[CH:6]=[CH:5][CH:4]=[CH:3][CH:2]=1, predict the reactants needed to synthesize it. The reactants are: [C:1]1([N:7]2[C:15]3[C:10](=[CH:11][C:12]([OH:16])=[CH:13][CH:14]=3)[CH:9]=[CH:8]2)[CH:6]=[CH:5][CH:4]=[CH:3][CH:2]=1.[BH3-]C#N.[Na+].C([O-])([O-])=O.[Na+].[Na+]. (5) Given the product [Cl:16][C:17]1[N:18]=[CH:19][C:20]([N:5]2[CH2:6][CH2:7][C@H:2]([CH3:1])[C@H:3]([NH:8][C:9](=[O:15])[O:10][C:11]([CH3:14])([CH3:13])[CH3:12])[CH2:4]2)=[CH:21][CH:22]=1, predict the reactants needed to synthesize it. The reactants are: [CH3:1][C@H:2]1[CH2:7][CH2:6][NH:5][CH2:4][C@H:3]1[NH:8][C:9](=[O:15])[O:10][C:11]([CH3:14])([CH3:13])[CH3:12].[Cl:16][C:17]1[CH:22]=[CH:21][C:20](I)=[CH:19][N:18]=1. (6) Given the product [C:17]([O:16][C:14](=[O:15])[NH:9][CH2:8][C:7]1[C:2]([CH3:1])=[C:3]2[CH:13]=[CH:12][NH:11][C:4]2=[N:5][C:6]=1[CH3:10])([CH3:20])([CH3:19])[CH3:18], predict the reactants needed to synthesize it. The reactants are: [CH3:1][C:2]1[C:7]([C:8]#[N:9])=[C:6]([CH3:10])[N:5]=[C:4]2[NH:11][CH:12]=[CH:13][C:3]=12.[C:14](O[C:14]([O:16][C:17]([CH3:20])([CH3:19])[CH3:18])=[O:15])([O:16][C:17]([CH3:20])([CH3:19])[CH3:18])=[O:15].[BH4-].[Na+]. (7) Given the product [O:1]=[C:2]1[CH:11]=[CH:10][C:9]2[C:4](=[CH:5][CH:6]=[N:7][CH:8]=2)[N:3]1[CH2:12][C:13]([OH:15])=[O:14], predict the reactants needed to synthesize it. The reactants are: [O:1]=[C:2]1[CH:11]=[CH:10][C:9]2[C:4](=[CH:5][CH:6]=[N:7][CH:8]=2)[N:3]1[CH2:12][C:13]([O:15]C)=[O:14].[OH-].[Na+]. (8) Given the product [Cl:1][C:2]1[CH:7]=[C:6]([F:8])[CH:5]=[CH:4][C:3]=1[N:9]1[CH2:14][CH2:13][N:12]([C:28]([C:27]2[CH:31]=[CH:32][CH:33]=[C:34]([Cl:35])[C:26]=2[Cl:25])=[O:29])[CH2:11][C:10]1=[O:15], predict the reactants needed to synthesize it. The reactants are: [Cl:1][C:2]1[CH:7]=[C:6]([F:8])[CH:5]=[CH:4][C:3]=1[N:9]1[CH2:14][CH2:13][NH:12][CH2:11][C:10]1=[O:15].C(N(C(C)C)C(C)C)C.[Cl:25][C:26]1[C:34]([Cl:35])=[CH:33][CH:32]=[CH:31][C:27]=1[C:28](Cl)=[O:29].C(O)(=O)CC(CC(O)=O)(C(O)=O)O. (9) The reactants are: C[O:2][C:3]1[N:8]=[C:7]([O:9]C)[C:6]([C:11]2[C:12]([C:17]#[N:18])=[N:13][CH:14]=[CH:15][CH:16]=2)=[CH:5][N:4]=1.[ClH:19]. Given the product [ClH:19].[O:2]=[C:3]1[NH:8][C:7](=[O:9])[C:6]([C:11]2[C:12]([C:17]#[N:18])=[N:13][CH:14]=[CH:15][CH:16]=2)=[CH:5][NH:4]1, predict the reactants needed to synthesize it.